This data is from Reaction yield outcomes from USPTO patents with 853,638 reactions. The task is: Predict the reaction yield, written as a fraction of the theoretical maximum amount of product (1.0 means a 100% yield; for example, 0.34 means a 34% yield). The reactants are [Sn](Cl)Cl.Cl.[Cl:5][C:6]1[C:14]2[C:9](=[CH:10][CH:11]=[C:12]([N+:15]([O-])=O)[CH:13]=2)[NH:8][N:7]=1. The catalyst is C(O)C. The product is [Cl:5][C:6]1[C:14]2[C:9](=[CH:10][CH:11]=[C:12]([NH2:15])[CH:13]=2)[NH:8][N:7]=1. The yield is 0.100.